This data is from Full USPTO retrosynthesis dataset with 1.9M reactions from patents (1976-2016). The task is: Predict the reactants needed to synthesize the given product. (1) Given the product [Cl:1][C:2]1[C:11]([C:12]([C:15]#[N:16])([CH3:14])[CH3:13])=[CH:10][CH:9]=[CH:8][C:3]=1[C:4]([OH:6])=[O:5], predict the reactants needed to synthesize it. The reactants are: [Cl:1][C:2]1[C:11]([C:12]([C:15]#[N:16])([CH3:14])[CH3:13])=[CH:10][CH:9]=[CH:8][C:3]=1[C:4]([O:6]C)=[O:5].CO.O.[OH-].[Li+]. (2) Given the product [C:30]([C:29]1[CH:28]=[C:27]([C:14]2[C:15]([CH3:26])([CH3:25])[C@H:16]3[C@:11]([CH3:36])([CH2:12][CH:13]=2)[CH:10]2[C@:19]([CH3:24])([C@@:20]4([CH3:23])[C@H:7]([CH2:8][CH2:9]2)[C@H:6]2[C@H:37]([C:40]([CH3:42])=[CH2:41])[CH2:38][CH2:39][C@:5]2([C:3]([OH:4])=[O:2])[CH2:22][CH2:21]4)[CH2:18][CH2:17]3)[CH:35]=[CH:34][CH:33]=1)([OH:32])=[O:31], predict the reactants needed to synthesize it. The reactants are: C[O:2][C:3]([C@:5]12[CH2:39][CH2:38][C@@H:37]([C:40]([CH3:42])=[CH2:41])[C@@H:6]1[C@@H:7]1[C@@:20]([CH3:23])([CH2:21][CH2:22]2)[C@@:19]2([CH3:24])[CH:10]([C@:11]3([CH3:36])[C@@H:16]([CH2:17][CH2:18]2)[C:15]([CH3:26])([CH3:25])[C:14]([C:27]2[CH:28]=[C:29]([CH:33]=[CH:34][CH:35]=2)[C:30]([OH:32])=[O:31])=[CH:13][CH2:12]3)[CH2:9][CH2:8]1)=[O:4].[Br-].[Li+]. (3) Given the product [K+:38].[K+:38].[C:1]([NH:4][CH2:5][C@@H:6]1[O:10][C:9](=[O:11])[N:8]([C:12]2[CH:17]=[C:16]([F:18])[C:15]([N:19]3[CH2:24][CH2:23][C:22]([O:28][P:29](=[O:30])([O-:31])[O-:32])([CH2:25][O:26][CH3:27])[CH2:21][CH2:20]3)=[C:14]([F:33])[CH:13]=2)[CH2:7]1)(=[O:3])[CH3:2], predict the reactants needed to synthesize it. The reactants are: [C:1]([NH:4][CH2:5][C@@H:6]1[O:10][C:9](=[O:11])[N:8]([C:12]2[CH:17]=[C:16]([F:18])[C:15]([N:19]3[CH2:24][CH2:23][C:22]([O:28][P:29](=[O:32])([OH:31])[OH:30])([CH2:25][O:26][CH3:27])[CH2:21][CH2:20]3)=[C:14]([F:33])[CH:13]=2)[CH2:7]1)(=[O:3])[CH3:2].C(=O)([O-])[O-].[K+:38].[K+]. (4) Given the product [C:13]([NH:21][C:22]1[S:23][CH2:30][CH:29]2[CH2:28][N:27]([C:32]([O:34][CH2:35][C:36]3[CH:37]=[CH:38][CH:39]=[CH:40][CH:41]=3)=[O:33])[CH2:26][C:25]2([C:42]2[CH:47]=[C:46]([Br:48])[CH:45]=[CH:44][C:43]=2[F:49])[N:24]=1)(=[O:20])[C:14]1[CH:15]=[CH:16][CH:17]=[CH:18][CH:19]=1, predict the reactants needed to synthesize it. The reactants are: C(N1C=CN=C1)(N1C=CN=C1)=O.[C:13]([NH:21][C:22]([NH:24][C:25]1([C:42]2[CH:47]=[C:46]([Br:48])[CH:45]=[CH:44][C:43]=2[F:49])[CH:29]([CH2:30]O)[CH2:28][N:27]([C:32]([O:34][CH2:35][C:36]2[CH:41]=[CH:40][CH:39]=[CH:38][CH:37]=2)=[O:33])[CH2:26]1)=[S:23])(=[O:20])[C:14]1[CH:19]=[CH:18][CH:17]=[CH:16][CH:15]=1. (5) Given the product [CH2:12]([O:19][C:20]1[N:21]=[CH:22][C:23]([CH:27]([OH:30])[CH2:28][CH3:29])=[CH:24][CH:25]=1)[C:13]1[CH:18]=[CH:17][CH:16]=[CH:15][CH:14]=1, predict the reactants needed to synthesize it. The reactants are: [Li]CCCC.CCCCCC.[CH2:12]([O:19][C:20]1[CH:25]=[CH:24][C:23](Br)=[CH:22][N:21]=1)[C:13]1[CH:18]=[CH:17][CH:16]=[CH:15][CH:14]=1.[CH:27](=[O:30])[CH2:28][CH3:29].[Cl-].[NH4+]. (6) Given the product [C:44]([OH:40])(=[O:9])/[CH:43]=[CH:42]/[C:35]([OH:37])=[O:38].[CH3:24][NH:23][CH2:22][C:13]1[CH:14]=[C:15]([C:16]2[CH:17]=[CH:18][CH:19]=[CH:20][CH:21]=2)[N:11]([S:8]([C:5]2[CH:6]=[N:7][CH:2]=[C:3]([CH3:32])[CH:4]=2)(=[O:10])=[O:9])[CH:12]=1, predict the reactants needed to synthesize it. The reactants are: Cl[C:2]1[N:7]=[CH:6][C:5]([S:8]([N:11]2[C:15]([C:16]3[CH:21]=[CH:20][CH:19]=[CH:18][CH:17]=3)=[CH:14][C:13]([CH2:22][N:23](C)[C:24](=O)OC(C)(C)C)=[CH:12]2)(=[O:10])=[O:9])=[CH:4][C:3]=1[CH3:32].NN.[C:35](=[O:38])([O-:37])O.[Na+].[O:40]1[CH2:44][CH2:43][CH2:42]C1. (7) Given the product [NH2:8][C:6]1[N:5]=[C:4]([NH:9][C:13]2[C:14]3[N:15]([C:20]([C:23]([NH:25][C:26]4[CH:31]=[CH:30][N:29]=[CH:28][C:27]=4[F:32])=[O:24])=[CH:21][N:22]=3)[N:16]=[C:17]([Cl:19])[CH:18]=2)[CH:3]=[C:2]([Cl:1])[CH:7]=1, predict the reactants needed to synthesize it. The reactants are: [Cl:1][C:2]1[CH:7]=[C:6]([NH2:8])[N:5]=[C:4]([NH2:9])[CH:3]=1.[H-].[Na+].Br[C:13]1[C:14]2[N:15]([C:20]([C:23]([NH:25][C:26]3[CH:31]=[CH:30][N:29]=[CH:28][C:27]=3[F:32])=[O:24])=[CH:21][N:22]=2)[N:16]=[C:17]([Cl:19])[CH:18]=1.CN(C=O)C.